Task: Predict the reaction yield, written as a fraction of the theoretical maximum amount of product (1.0 means a 100% yield; for example, 0.34 means a 34% yield).. Dataset: Reaction yield outcomes from USPTO patents with 853,638 reactions The reactants are [CH3:1][O:2][C:3]1[CH:11]=[C:10]([N+:12]([O-:14])=[O:13])[CH:9]=[CH:8][C:4]=1[C:5]([OH:7])=O.C(Cl)(=O)C(Cl)=O.C(N(CC)CC)C.[CH2:28]([N:30]([CH2:34][CH3:35])[CH2:31][CH2:32][NH2:33])[CH3:29]. The catalyst is ClCCl.CCOC(C)=O.CN(C)C=O. The product is [CH2:28]([N:30]([CH2:34][CH3:35])[CH2:31][CH2:32][NH:33][C:5](=[O:7])[C:4]1[CH:8]=[CH:9][C:10]([N+:12]([O-:14])=[O:13])=[CH:11][C:3]=1[O:2][CH3:1])[CH3:29]. The yield is 0.990.